This data is from NCI-60 drug combinations with 297,098 pairs across 59 cell lines. The task is: Regression. Given two drug SMILES strings and cell line genomic features, predict the synergy score measuring deviation from expected non-interaction effect. (1) Drug 1: CC1C(C(CC(O1)OC2CC(CC3=C2C(=C4C(=C3O)C(=O)C5=C(C4=O)C(=CC=C5)OC)O)(C(=O)CO)O)N)O.Cl. Drug 2: C1=CC(=C2C(=C1NCCNCCO)C(=O)C3=C(C=CC(=C3C2=O)O)O)NCCNCCO. Cell line: COLO 205. Synergy scores: CSS=56.1, Synergy_ZIP=0.634, Synergy_Bliss=0.576, Synergy_Loewe=-11.2, Synergy_HSA=4.28. (2) Drug 1: C(CC(=O)O)C(=O)CN.Cl. Drug 2: C1CC(=O)NC(=O)C1N2C(=O)C3=CC=CC=C3C2=O. Cell line: UO-31. Synergy scores: CSS=-3.96, Synergy_ZIP=1.49, Synergy_Bliss=-1.13, Synergy_Loewe=-2.47, Synergy_HSA=-4.20. (3) Drug 1: COC1=C(C=C2C(=C1)N=CN=C2NC3=CC(=C(C=C3)F)Cl)OCCCN4CCOCC4. Drug 2: CC1C(C(CC(O1)OC2CC(CC3=C2C(=C4C(=C3O)C(=O)C5=C(C4=O)C(=CC=C5)OC)O)(C(=O)CO)O)N)O.Cl. Cell line: CAKI-1. Synergy scores: CSS=51.3, Synergy_ZIP=2.03, Synergy_Bliss=6.34, Synergy_Loewe=9.26, Synergy_HSA=9.85. (4) Drug 1: CC12CCC3C(C1CCC2=O)CC(=C)C4=CC(=O)C=CC34C. Drug 2: CC1C(C(CC(O1)OC2CC(CC3=C2C(=C4C(=C3O)C(=O)C5=C(C4=O)C(=CC=C5)OC)O)(C(=O)CO)O)N)O.Cl. Cell line: OVCAR-4. Synergy scores: CSS=30.8, Synergy_ZIP=-0.326, Synergy_Bliss=-1.08, Synergy_Loewe=-2.06, Synergy_HSA=-0.391. (5) Drug 1: C1CCC(C1)C(CC#N)N2C=C(C=N2)C3=C4C=CNC4=NC=N3. Drug 2: CC1=C2C(C(=O)C3(C(CC4C(C3C(C(C2(C)C)(CC1OC(=O)C(C(C5=CC=CC=C5)NC(=O)OC(C)(C)C)O)O)OC(=O)C6=CC=CC=C6)(CO4)OC(=O)C)OC)C)OC. Cell line: EKVX. Synergy scores: CSS=54.0, Synergy_ZIP=12.0, Synergy_Bliss=12.1, Synergy_Loewe=5.84, Synergy_HSA=14.3. (6) Drug 1: CS(=O)(=O)CCNCC1=CC=C(O1)C2=CC3=C(C=C2)N=CN=C3NC4=CC(=C(C=C4)OCC5=CC(=CC=C5)F)Cl. Drug 2: C1=CC=C(C(=C1)C(C2=CC=C(C=C2)Cl)C(Cl)Cl)Cl. Cell line: BT-549. Synergy scores: CSS=-0.543, Synergy_ZIP=1.21, Synergy_Bliss=1.83, Synergy_Loewe=-1.99, Synergy_HSA=-1.14. (7) Drug 1: CS(=O)(=O)CCNCC1=CC=C(O1)C2=CC3=C(C=C2)N=CN=C3NC4=CC(=C(C=C4)OCC5=CC(=CC=C5)F)Cl. Drug 2: C1=CN(C=N1)CC(O)(P(=O)(O)O)P(=O)(O)O. Cell line: M14. Synergy scores: CSS=-0.380, Synergy_ZIP=0.205, Synergy_Bliss=1.18, Synergy_Loewe=-0.603, Synergy_HSA=-1.05. (8) Synergy scores: CSS=0.471, Synergy_ZIP=-0.679, Synergy_Bliss=-0.0294, Synergy_Loewe=-5.85, Synergy_HSA=-2.54. Drug 1: CS(=O)(=O)C1=CC(=C(C=C1)C(=O)NC2=CC(=C(C=C2)Cl)C3=CC=CC=N3)Cl. Cell line: SF-539. Drug 2: CN(C)C1=NC(=NC(=N1)N(C)C)N(C)C.